From a dataset of Peptide-MHC class II binding affinity with 134,281 pairs from IEDB. Regression. Given a peptide amino acid sequence and an MHC pseudo amino acid sequence, predict their binding affinity value. This is MHC class II binding data. The peptide sequence is YDTLGTLCNSTEDGP. The MHC is DRB1_1101 with pseudo-sequence DRB1_1101. The binding affinity (normalized) is 0.0412.